This data is from Peptide-MHC class I binding affinity with 185,985 pairs from IEDB/IMGT. The task is: Regression. Given a peptide amino acid sequence and an MHC pseudo amino acid sequence, predict their binding affinity value. This is MHC class I binding data. (1) The peptide sequence is WAAPQGSRSL. The MHC is HLA-A26:01 with pseudo-sequence HLA-A26:01. The binding affinity (normalized) is 0.0306. (2) The peptide sequence is VIPFDDIVR. The MHC is HLA-A31:01 with pseudo-sequence HLA-A31:01. The binding affinity (normalized) is 0.462.